Dataset: Peptide-MHC class II binding affinity with 134,281 pairs from IEDB. Task: Regression. Given a peptide amino acid sequence and an MHC pseudo amino acid sequence, predict their binding affinity value. This is MHC class II binding data. (1) The peptide sequence is YKDVDKPPFSGMTGC. The MHC is HLA-DQA10301-DQB10302 with pseudo-sequence HLA-DQA10301-DQB10302. The binding affinity (normalized) is 0.0285. (2) The peptide sequence is VKEEGKEELQEIPTM. The MHC is DRB1_0901 with pseudo-sequence DRB1_0901. The binding affinity (normalized) is 0.302. (3) The peptide sequence is GDKVAYALAQGLKVI. The MHC is DRB1_1101 with pseudo-sequence DRB1_1101. The binding affinity (normalized) is 0.499. (4) The peptide sequence is QAAVVRFQEAANKQK. The MHC is HLA-DQA10101-DQB10501 with pseudo-sequence HLA-DQA10101-DQB10501. The binding affinity (normalized) is 0.174. (5) The peptide sequence is ETAYFILKLAGRWPVKVI. The MHC is DRB1_0401 with pseudo-sequence DRB1_0401. The binding affinity (normalized) is 0.309. (6) The peptide sequence is EDTNIYNSNEAFKVE. The MHC is HLA-DQA10101-DQB10501 with pseudo-sequence HLA-DQA10101-DQB10501. The binding affinity (normalized) is 0.125.